Dataset: Full USPTO retrosynthesis dataset with 1.9M reactions from patents (1976-2016). Task: Predict the reactants needed to synthesize the given product. (1) Given the product [CH3:1][O:2][C:3]1[CH:4]=[CH:5][C:6]([CH2:7][N:8]2[CH:12]=[C:11]([C:13]3[N:14]=[C:15]([O:18][C:23]4[N:28]=[CH:27][CH:26]=[CH:25][N:24]=4)[S:16][CH:17]=3)[C:10]([CH3:19])=[N:9]2)=[CH:20][CH:21]=1, predict the reactants needed to synthesize it. The reactants are: [CH3:1][O:2][C:3]1[CH:21]=[CH:20][C:6]([CH2:7][N:8]2[CH:12]=[C:11]([C:13]3[N:14]=[C:15]([OH:18])[S:16][CH:17]=3)[C:10]([CH3:19])=[N:9]2)=[CH:5][CH:4]=1.Cl[C:23]1[N:28]=[CH:27][CH:26]=[CH:25][N:24]=1.C(=O)([O-])[O-].[Cs+].[Cs+]. (2) Given the product [Cl:1][C:2]1[CH:7]=[C:6]([C:8]2[N:12]([CH2:13][C@@H:14]([O:17][C:32](=[O:34])[CH3:33])[CH2:15][CH3:16])[N:11]=[C:10]([NH:18][C:19]3[CH:24]=[C:23]([C:25]([F:27])([F:28])[F:26])[CH:22]=[C:21]([O:29][CH3:30])[CH:20]=3)[N:9]=2)[CH:5]=[C:4]([CH3:31])[N:3]=1, predict the reactants needed to synthesize it. The reactants are: [Cl:1][C:2]1[CH:7]=[C:6]([C:8]2[N:12]([CH2:13][C@@H:14]([OH:17])[CH2:15][CH3:16])[N:11]=[C:10]([NH:18][C:19]3[CH:24]=[C:23]([C:25]([F:28])([F:27])[F:26])[CH:22]=[C:21]([O:29][CH3:30])[CH:20]=3)[N:9]=2)[CH:5]=[C:4]([CH3:31])[N:3]=1.[C:32](OC(=O)C)(=[O:34])[CH3:33]. (3) Given the product [C:1]([C:3]1[CH:8]=[CH:7][C:6]([C:9]2[CH:14]=[CH:13][C:12]([C:15](=[N:23][OH:24])[CH2:16][CH2:17][C:18]([OH:20])=[O:19])=[CH:11][CH:10]=2)=[CH:5][CH:4]=1)#[N:2], predict the reactants needed to synthesize it. The reactants are: [C:1]([C:3]1[CH:8]=[CH:7][C:6]([C:9]2[CH:14]=[CH:13][C:12]([C:15](=O)[CH2:16][CH2:17][C:18]([OH:20])=[O:19])=[CH:11][CH:10]=2)=[CH:5][CH:4]=1)#[N:2].Cl.[NH2:23][OH:24].C(=O)([O-])[O-].[Na+].[Na+]. (4) Given the product [CH3:1][O:2][C:3]1[CH:4]=[CH:5][C:6]([C:7]([CH:9]2[CH2:10][CH2:11][N:12]([CH2:15][C:16]([NH:21][CH2:22][C:23]3[NH:24][C:25](=[O:34])[C:26]4[CH2:33][CH2:32][CH2:31][CH2:30][CH2:29][C:27]=4[N:28]=3)=[O:18])[CH2:13][CH2:14]2)=[O:8])=[CH:19][CH:20]=1, predict the reactants needed to synthesize it. The reactants are: [CH3:1][O:2][C:3]1[CH:20]=[CH:19][C:6]([C:7]([CH:9]2[CH2:14][CH2:13][N:12]([CH2:15][C:16]([OH:18])=O)[CH2:11][CH2:10]2)=[O:8])=[CH:5][CH:4]=1.[NH2:21][CH2:22][C:23]1[NH:24][C:25](=[O:34])[C:26]2[CH2:33][CH2:32][CH2:31][CH2:30][CH2:29][C:27]=2[N:28]=1. (5) Given the product [F:23][C:24]1[CH:25]=[C:26]([N:30]([CH3:1])[C:31](=[O:46])[C:32]2[CH:37]=[CH:36][CH:35]=[C:34]([C:38](=[O:45])[C:39]3[CH:40]=[CH:41][CH:42]=[CH:43][CH:44]=3)[CH:33]=2)[CH:27]=[CH:28][CH:29]=1, predict the reactants needed to synthesize it. The reactants are: [C:1](C1C=CC(C(O)=O)=CC=1)(=O)C1C=CC=CC=1.C(NCC)C.[F:23][C:24]1[CH:25]=[C:26]([NH:30][C:31](=[O:46])[C:32]2[CH:37]=[CH:36][CH:35]=[C:34]([C:38](=[O:45])[C:39]3[CH:44]=[CH:43][CH:42]=[CH:41][CH:40]=3)[CH:33]=2)[CH:27]=[CH:28][CH:29]=1.[H-].[Na+].CI.